Predict which catalyst facilitates the given reaction. From a dataset of Catalyst prediction with 721,799 reactions and 888 catalyst types from USPTO. (1) Reactant: [CH3:1][C:2]([CH3:30])([O:4][C:5]([NH:7][C@H:8]([C:26]([O:28][CH3:29])=[O:27])[CH2:9][O:10][CH2:11][C:12]1[CH:17]=[C:16]([CH3:18])[CH:15]=[C:14]([N:19]2C(C)=CC=C2C)[N:13]=1)=[O:6])[CH3:3].Cl.NO.[OH-].[K+]. Product: [NH2:19][C:14]1[N:13]=[C:12]([CH2:11][O:10][CH2:9][C@@H:8]([C:26]([O:28][CH3:29])=[O:27])[NH:7][C:5]([O:4][C:2]([CH3:3])([CH3:30])[CH3:1])=[O:6])[CH:17]=[C:16]([CH3:18])[CH:15]=1. The catalyst class is: 40. (2) The catalyst class is: 4. Reactant: [F:1][C:2]1[CH:7]=[C:6]([F:8])[CH:5]=[CH:4][C:3]=1/[CH:9]=[CH:10]\[C:11]([OH:13])=[O:12].FC(F)(F)C(O)=O.CO[CH2:23][N:24]([CH2:29][Si](C)(C)C)[C:25]([CH3:28])([CH3:27])[CH3:26]. Product: [C:25]([N:24]1[CH2:29][C@@H:9]([C:3]2[CH:4]=[CH:5][C:6]([F:8])=[CH:7][C:2]=2[F:1])[C@@H:10]([C:11]([OH:13])=[O:12])[CH2:23]1)([CH3:28])([CH3:27])[CH3:26]. (3) Reactant: [CH3:1][O:2][C:3]1[CH:4]=[C:5]([C:9]2[N:10]=[C:11]([CH:14]3[O:19][CH2:18][CH2:17][NH:16][CH2:15]3)[NH:12][CH:13]=2)[CH:6]=[CH:7][CH:8]=1.[Cl:20][C:21]1[CH:26]=[C:25](Cl)[N:24]=[C:23]([NH2:28])[N:22]=1.CCN(C(C)C)C(C)C.O. Product: [Cl:20][C:21]1[CH:26]=[C:25]([N:16]2[CH2:17][CH2:18][O:19][CH:14]([C:11]3[NH:12][CH:13]=[C:9]([C:5]4[CH:6]=[CH:7][CH:8]=[C:3]([O:2][CH3:1])[CH:4]=4)[N:10]=3)[CH2:15]2)[N:24]=[C:23]([NH2:28])[N:22]=1. The catalyst class is: 8. (4) Reactant: Cl[C:2]1[C:7]([C:8]#[N:9])=[C:6]([N:10]2[CH2:15][CH2:14][CH2:13][CH2:12][CH2:11]2)[C:5]([C:16]#[N:17])=[C:4]([S:18][CH2:19][C:20]2[N:21]=[C:22]([C:25]3[CH:30]=[CH:29][C:28]([Cl:31])=[CH:27][CH:26]=3)[S:23][CH:24]=2)[N:3]=1.[CH3:32][O-:33].[Na+].O. Product: [Cl:31][C:28]1[CH:29]=[CH:30][C:25]([C:22]2[S:23][CH:24]=[C:20]([CH2:19][S:18][C:4]3[C:5]([C:16]#[N:17])=[C:6]([N:10]4[CH2:15][CH2:14][CH2:13][CH2:12][CH2:11]4)[C:7]([C:8]#[N:9])=[C:2]([O:33][CH3:32])[N:3]=3)[N:21]=2)=[CH:26][CH:27]=1. The catalyst class is: 5. (5) Reactant: [CH3:1][C:2]1[CH:7]=[C:6]([N+:8]([O-])=O)[CH:5]=[CH:4][C:3]=1[N:11]1[CH2:16][CH2:15][CH2:14][CH2:13][CH2:12]1.[H][H]. Product: [CH3:1][C:2]1[CH:7]=[C:6]([CH:5]=[CH:4][C:3]=1[N:11]1[CH2:16][CH2:15][CH2:14][CH2:13][CH2:12]1)[NH2:8]. The catalyst class is: 78. (6) Reactant: [C:9](O[C:9]([O:11][C:12]([CH3:15])([CH3:14])[CH3:13])=[O:10])([O:11][C:12]([CH3:15])([CH3:14])[CH3:13])=[O:10].CCCCCC.[NH2:22][C:23]1[C:28]([CH3:29])=[CH:27][CH:26]=[CH:25][N:24]=1. Product: [C:12]([O:11][C:9]([NH:22][C:23]1[C:28]([CH3:29])=[CH:27][CH:26]=[CH:25][N:24]=1)=[O:10])([CH3:13])([CH3:14])[CH3:15]. The catalyst class is: 13. (7) Reactant: [NH2:1][C:2]1[N:3]=[CH:4][C:5]([O:8][C:9]2[C:10]3[C:14]([CH:15]=[C:16]([C:18]([O:20][CH2:21][CH3:22])=[O:19])[CH:17]=2)=[N:13][N:12]([CH2:23][CH3:24])[CH:11]=3)=[N:6][CH:7]=1.N1C=CC=CC=1.[CH3:31][S:32](Cl)(=[O:34])=[O:33].CO. Product: [CH2:23]([N:12]1[CH:11]=[C:10]2[C:14]([CH:15]=[C:16]([C:18]([O:20][CH2:21][CH3:22])=[O:19])[CH:17]=[C:9]2[O:8][C:5]2[CH:4]=[N:3][C:2]([NH:1][S:32]([CH3:31])(=[O:34])=[O:33])=[CH:7][N:6]=2)=[N:13]1)[CH3:24]. The catalyst class is: 4. (8) Reactant: [CH2:1]([NH:8][C:9]1[CH:10]=[C:11]([C:15]2[C:23]3[C:18](=[N:19][C:20]([NH:24][CH2:25][CH2:26][N:27]4[CH2:32][CH2:31][O:30][CH2:29][CH2:28]4)=[N:21][CH:22]=3)[N:17](COCC[Si](C)(C)C)[N:16]=2)[CH:12]=[CH:13][CH:14]=1)[C:2]1[CH:7]=[CH:6][CH:5]=[CH:4][CH:3]=1.N1(CCNC2N=C3N(COCC[Si](C)(C)C)N=C(C4C=CC=CC=4)C3=CN=2)CCOCC1.C(O)(C(F)(F)F)=O. Product: [CH2:1]([NH:8][C:9]1[CH:10]=[C:11]([C:15]2[C:23]3[C:18](=[N:19][C:20]([NH:24][CH2:25][CH2:26][N:27]4[CH2:28][CH2:29][O:30][CH2:31][CH2:32]4)=[N:21][CH:22]=3)[NH:17][N:16]=2)[CH:12]=[CH:13][CH:14]=1)[C:2]1[CH:7]=[CH:6][CH:5]=[CH:4][CH:3]=1. The catalyst class is: 4. (9) Reactant: [N:1]1([C:7]2[CH:8]=[CH:9][C:10]3[O:14][C:13]([C:15]([NH2:17])=[O:16])=[CH:12][C:11]=3[CH:18]=2)[CH2:6][CH2:5][NH:4][CH2:3][CH2:2]1.C([BH3-])#N.[Na+].O=[CH:24][CH2:25][CH2:26][CH2:27][C:28]1[C:36]2[C:31](=[CH:32][CH:33]=[C:34]([C:37]#[N:38])[CH:35]=2)[NH:30][CH:29]=1. Product: [CH:33]1[C:34]([C:37]#[N:38])=[CH:35][C:36]2[C:28]([CH2:27][CH2:26][CH2:25][CH2:24][N:4]3[CH2:3][CH2:2][N:1]([C:7]4[CH:8]=[CH:9][C:10]5[O:14][C:13]([C:15]([NH2:17])=[O:16])=[CH:12][C:11]=5[CH:18]=4)[CH2:6][CH2:5]3)=[CH:29][NH:30][C:31]=2[CH:32]=1. The catalyst class is: 5.